From a dataset of HIV replication inhibition screening data with 41,000+ compounds from the AIDS Antiviral Screen. Binary Classification. Given a drug SMILES string, predict its activity (active/inactive) in a high-throughput screening assay against a specified biological target. The drug is CC(=O)OCC1OC(OC2=C(c3ccccc3)C(=O)C(OC3OC(COC(C)=O)C(OC(C)=O)C(OC(C)=O)C3OC(C)=O)=C(c3ccccc3)C2=O)C(OC(C)=O)C(OC(C)=O)C1OC(C)=O. The result is 0 (inactive).